From a dataset of Full USPTO retrosynthesis dataset with 1.9M reactions from patents (1976-2016). Predict the reactants needed to synthesize the given product. (1) Given the product [NH2:1][C:2]1[CH:3]=[C:4]([CH:5]=[CH:6][CH:7]=1)[O:8][C:16]1[CH:17]=[CH:18][C:19]2[N:20]([CH:22]=[C:23]([NH:25][C:26](=[O:29])[CH2:27][CH3:28])[N:24]=2)[N:21]=1, predict the reactants needed to synthesize it. The reactants are: [NH2:1][C:2]1[CH:3]=[C:4]([OH:8])[CH:5]=[CH:6][CH:7]=1.CC(C)([O-])C.[K+].I[C:16]1[CH:17]=[CH:18][C:19]2[N:20]([CH:22]=[C:23]([NH:25][C:26](=[O:29])[CH2:27][CH3:28])[N:24]=2)[N:21]=1.C(=O)([O-])[O-].[K+].[K+]. (2) Given the product [C:1]1([S:7]([CH2:10][C:11]2[C:16]([C:17]([O:19][CH3:20])=[O:18])=[C:15]([OH:21])[C:14]([C:29]3[CH:28]=[CH:27][O:26][C:25]=3[CH:23]=[O:24])=[CH:13][CH:12]=2)(=[O:9])=[O:8])[CH:6]=[CH:5][CH:4]=[CH:3][CH:2]=1, predict the reactants needed to synthesize it. The reactants are: [C:1]1([S:7]([CH2:10][C:11]2[C:16]([C:17]([O:19][CH3:20])=[O:18])=[C:15]([OH:21])[C:14](Br)=[CH:13][CH:12]=2)(=[O:9])=[O:8])[CH:6]=[CH:5][CH:4]=[CH:3][CH:2]=1.[CH:23]([C:25]1[O:26][CH:27]=[CH:28][C:29]=1B1OC(C)(C)C(C)(C)O1)=[O:24]. (3) Given the product [C:1]([C:5]1[CH:10]=[CH:9][C:8]([S:11]([NH:14][C:15]2[CH:20]=[C:19]([F:21])[C:18]([Cl:22])=[CH:17][C:16]=2[C:23]2[N:27]([CH3:28])[C:26]([CH2:26][N:27]([CH3:28])[CH3:23])=[N:25][N:24]=2)(=[O:12])=[O:13])=[CH:7][CH:6]=1)([CH3:4])([CH3:2])[CH3:3], predict the reactants needed to synthesize it. The reactants are: [C:1]([C:5]1[CH:10]=[CH:9][C:8]([S:11]([NH:14][C:15]2[CH:20]=[C:19]([F:21])[C:18]([Cl:22])=[CH:17][C:16]=2[C:23]2[N:27]([CH3:28])[CH:26]=[N:25][N:24]=2)(=[O:13])=[O:12])=[CH:7][CH:6]=1)([CH3:4])([CH3:3])[CH3:2]. (4) Given the product [CH:1]1([CH2:4][N:5]([CH2:24][CH2:25][CH3:26])[C:6]2[N:11]=[CH:10][N:9]=[C:8]([C:12]([NH:14][C:15]3[CH:20]=[CH:19][C:18]([CH2:21][N:27]4[CH2:32][CH2:31][O:30][CH2:29][CH2:28]4)=[CH:17][C:16]=3[CH3:23])=[O:13])[CH:7]=2)[CH2:3][CH2:2]1, predict the reactants needed to synthesize it. The reactants are: [CH:1]1([CH2:4][N:5]([CH2:24][CH2:25][CH3:26])[C:6]2[N:11]=[CH:10][N:9]=[C:8]([C:12]([NH:14][C:15]3[CH:20]=[CH:19][C:18]([CH:21]=O)=[CH:17][C:16]=3[CH3:23])=[O:13])[CH:7]=2)[CH2:3][CH2:2]1.[NH:27]1[CH2:32][CH2:31][O:30][CH2:29][CH2:28]1.C(O[BH-](OC(=O)C)OC(=O)C)(=O)C. (5) Given the product [NH2:33][C@@H:9]([CH2:10][C:11]([NH:12][C:13]([C:20]1[CH:21]=[CH:22][CH:23]=[CH:24][CH:25]=1)([C:26]1[CH:31]=[CH:30][CH:29]=[CH:28][CH:27]=1)[C:14]1[CH:15]=[CH:16][CH:17]=[CH:18][CH:19]=1)=[O:32])[C:8]([N:7]([C@@H:5]([CH3:6])[CH:4]([O:3][CH2:1][CH3:2])[O:63][CH2:64][CH3:65])[CH2:52][C:53]1[CH:54]=[CH:55][CH:56]=[C:57]2[C:62]=1[N:61]=[CH:60][CH:59]=[CH:58]2)=[O:51], predict the reactants needed to synthesize it. The reactants are: [CH2:1]([O:3][CH:4]([O:63][CH2:64][CH3:65])[C@@H:5]([N:7]([CH2:52][C:53]1[CH:54]=[CH:55][CH:56]=[C:57]2[C:62]=1[N:61]=[CH:60][CH:59]=[CH:58]2)[C:8](=[O:51])[C@@H:9]([NH:33]C(=O)OCC1C2C=CC=CC=2C2C1=CC=CC=2)[CH2:10][C:11](=[O:32])[NH:12][C:13]([C:26]1[CH:31]=[CH:30][CH:29]=[CH:28][CH:27]=1)([C:20]1[CH:25]=[CH:24][CH:23]=[CH:22][CH:21]=1)[C:14]1[CH:19]=[CH:18][CH:17]=[CH:16][CH:15]=1)[CH3:6])[CH3:2].N1CCCCC1.CC(=O)OCC.CO. (6) Given the product [CH3:1][C:2]12[CH:8]([C:9]([OH:11])=[O:10])[CH:7]1[CH2:6][CH2:5][CH2:4][CH2:3]2.[CH3:14][C@@:15]12[C@@H:22]([C:23]([O:25][CH2:26][CH3:27])=[O:24])[CH:21]1[CH2:20][C@@H:19]1[C@@H:17]([C:18]1([CH3:28])[CH3:29])[CH2:16]2, predict the reactants needed to synthesize it. The reactants are: [CH3:1][C:2]12[CH:8]([C:9]([O:11]CC)=[O:10])[CH:7]1[CH2:6][CH2:5][CH2:4][CH2:3]2.[CH3:14][C@@:15]12[C@@H:22]([C:23]([O:25][CH2:26][CH3:27])=[O:24])[CH:21]1[CH2:20][C@@H:19]1[C@@H:17]([C:18]1([CH3:29])[CH3:28])[CH2:16]2. (7) Given the product [F:15][C:16]([F:29])([F:28])[S:17]([O:9][CH2:8][C:7]([F:14])([F:6])[C:10]([F:13])([F:12])[F:11])(=[O:19])=[O:18], predict the reactants needed to synthesize it. The reactants are: C(OCC)C.[F:6][C:7]([F:14])([C:10]([F:13])([F:12])[F:11])[CH2:8][OH:9].[F:15][C:16]([F:29])([F:28])[S:17](O[S:17]([C:16]([F:29])([F:28])[F:15])(=[O:19])=[O:18])(=[O:19])=[O:18].Cl. (8) Given the product [F:21][C:22]1[CH:27]=[CH:26][CH:25]=[CH:24][C:23]=1[N:28]1[CH2:33][CH2:32][N:31]([CH2:15][CH2:14][CH2:13][CH:12]2[N:8]([CH2:1][C:2]3[CH:7]=[CH:6][CH:5]=[CH:4][CH:3]=3)[N:9]=[C:10]([CH2:17][CH2:18][CH2:19][CH3:20])[CH2:11]2)[CH2:30][CH2:29]1, predict the reactants needed to synthesize it. The reactants are: [CH2:1]([N:8]1[C:12]([CH2:13][CH2:14][CH:15]=O)=[CH:11][C:10]([CH2:17][CH2:18][CH2:19][CH3:20])=[N:9]1)[C:2]1[CH:7]=[CH:6][CH:5]=[CH:4][CH:3]=1.[F:21][C:22]1[CH:27]=[CH:26][CH:25]=[CH:24][C:23]=1[N:28]1[CH2:33][CH2:32][NH:31][CH2:30][CH2:29]1.[BH-](OC(C)=O)(OC(C)=O)OC(C)=O.[Na+].